Dataset: Catalyst prediction with 721,799 reactions and 888 catalyst types from USPTO. Task: Predict which catalyst facilitates the given reaction. (1) Reactant: [Cl:1][C:2]1[C:7]([NH:8][CH2:9][CH:10]2[CH2:12][CH:11]2[C:13]2[C:18]([O:19][CH3:20])=[CH:17][CH:16]=[CH:15][C:14]=2[F:21])=[CH:6][N:5]=[N:4][C:3]=1[NH:22][NH:23][C:24](=O)[CH2:25][CH:26]1[CH2:28][CH2:27]1.P(Cl)(Cl)(Cl)=O. Product: [Cl:1][C:2]1[C:3]2[N:4]([C:24]([CH2:25][CH:26]3[CH2:28][CH2:27]3)=[N:23][N:22]=2)[N:5]=[CH:6][C:7]=1[NH:8][CH2:9][CH:10]1[CH2:12][CH:11]1[C:13]1[C:18]([O:19][CH3:20])=[CH:17][CH:16]=[CH:15][C:14]=1[F:21]. The catalyst class is: 10. (2) Reactant: [F:1][C:2]([F:51])([F:50])[C:3]1[CH:4]=[C:5]([CH:43]=[C:44]([C:46]([F:49])([F:48])[F:47])[CH:45]=1)[CH2:6][N:7]([CH2:22][C:23]1[CH:28]=[C:27]([C:29]([F:32])([F:31])[F:30])[CH:26]=[CH:25][C:24]=1[C:33]1[C:38]([O:39][CH3:40])=[CH:37][N:36]=[C:35]([O:41][CH3:42])[N:34]=1)[C:8]1[N:13]=[CH:12][C:11]([O:14][CH2:15][CH2:16][CH2:17][C:18]([O:20]C)=[O:19])=[CH:10][N:9]=1.[OH-].[Na+].Cl.C(OCC)(=O)C. Product: [F:51][C:2]([F:1])([F:50])[C:3]1[CH:4]=[C:5]([CH:43]=[C:44]([C:46]([F:47])([F:49])[F:48])[CH:45]=1)[CH2:6][N:7]([CH2:22][C:23]1[CH:28]=[C:27]([C:29]([F:30])([F:31])[F:32])[CH:26]=[CH:25][C:24]=1[C:33]1[C:38]([O:39][CH3:40])=[CH:37][N:36]=[C:35]([O:41][CH3:42])[N:34]=1)[C:8]1[N:9]=[CH:10][C:11]([O:14][CH2:15][CH2:16][CH2:17][C:18]([OH:20])=[O:19])=[CH:12][N:13]=1. The catalyst class is: 5. (3) Reactant: [CH2:1]([O:3][C:4](=[O:13])[C:5]1[CH:10]=[C:9]([F:11])[CH:8]=[N:7][C:6]=1Cl)[CH3:2].[CH3:14][S:15][C:16]1[CH:17]=[C:18]([OH:22])[CH:19]=[CH:20][CH:21]=1.C(=O)([O-])[O-].[Cs+].[Cs+]. Product: [CH2:1]([O:3][C:4](=[O:13])[C:5]1[CH:10]=[C:9]([F:11])[CH:8]=[N:7][C:6]=1[O:22][C:18]1[CH:19]=[CH:20][CH:21]=[C:16]([S:15][CH3:14])[CH:17]=1)[CH3:2]. The catalyst class is: 12. (4) Reactant: [Cl:1][C:2]1[N:10]=[C:9]2[C:5]([N:6]=[C:7]([CH:12]=O)[N:8]2[CH3:11])=[C:4]([N:14]2[CH2:19][CH2:18][O:17][CH2:16][CH2:15]2)[N:3]=1.[NH:20]1[CH2:23][CH:22]([N:24]2[CH2:29][CH2:28][S:27](=[O:31])(=[O:30])[CH2:26][CH2:25]2)[CH2:21]1.C(O[BH-](OC(=O)C)OC(=O)C)(=O)C.[Na+]. Product: [Cl:1][C:2]1[N:10]=[C:9]2[C:5]([N:6]=[C:7]([CH2:12][N:20]3[CH2:23][CH:22]([N:24]4[CH2:29][CH2:28][S:27](=[O:31])(=[O:30])[CH2:26][CH2:25]4)[CH2:21]3)[N:8]2[CH3:11])=[C:4]([N:14]2[CH2:19][CH2:18][O:17][CH2:16][CH2:15]2)[N:3]=1. The catalyst class is: 26. (5) Reactant: [NH2:1][C@H:2]([CH2:25][CH3:26])[C:3]([NH:5][C:6]1[CH:7]=[N:8][C:9]([O:12][C:13]2[C:18]3[C:19]([CH3:23])([CH3:22])[CH2:20][O:21][C:17]=3[C:16]([CH3:24])=[CH:15][CH:14]=2)=[CH:10][CH:11]=1)=[O:4].C(N(CC)CC)C.Cl[C:35](Cl)([O:37]C(=O)OC(Cl)(Cl)Cl)Cl.C([O-])(O)=O.[Na+]. Product: [CH2:25]([C@H:2]1[NH:1][C:35](=[O:37])[N:5]([C:6]2[CH:7]=[N:8][C:9]([O:12][C:13]3[C:18]4[C:19]([CH3:22])([CH3:23])[CH2:20][O:21][C:17]=4[C:16]([CH3:24])=[CH:15][CH:14]=3)=[CH:10][CH:11]=2)[C:3]1=[O:4])[CH3:26]. The catalyst class is: 13. (6) Reactant: [Cl:1][C:2]1[CH:3]=[CH:4][C:5]2[N:6]([C:8]([C:11]([C:13]3[CH:14]=[C:15]4[C:20](=[CH:21][C:22]=3[F:23])[N:19]=[CH:18][CH:17]=[CH:16]4)=[O:12])=[CH:9][N:10]=2)[N:7]=1.[CH3:24][Mg]I. Product: [Cl:1][C:2]1[CH:3]=[CH:4][C:5]2[N:6]([C:8]([C:11]([C:13]3[CH:14]=[C:15]4[C:20](=[CH:21][C:22]=3[F:23])[N:19]=[CH:18][CH:17]=[CH:16]4)([OH:12])[CH3:24])=[CH:9][N:10]=2)[N:7]=1. The catalyst class is: 1. (7) Reactant: [Br:1][C:2]1[C:3]([CH3:10])=[N:4][C:5]([C:8]#N)=[CH:6][CH:7]=1.[OH-:11].[Na+].[OH2:13]. Product: [Br:1][C:2]1[CH:7]=[CH:6][C:5]([C:8]([OH:13])=[O:11])=[N:4][C:3]=1[CH3:10]. The catalyst class is: 5.